This data is from Full USPTO retrosynthesis dataset with 1.9M reactions from patents (1976-2016). The task is: Predict the reactants needed to synthesize the given product. (1) Given the product [O:2]=[C:3]1[CH2:8][NH:7][CH:6]([C:9]2[CH:10]=[CH:11][CH:12]=[CH:13][CH:14]=2)[CH2:5][N:4]1[C:15]1([C:18]([NH:21][C:22]2[CH:23]=[C:24]3[CH2:40][C:29]4([O:34][C:33]5[CH:35]=[CH:36][CH:37]=[N:38][C:32]=5[NH:31][C:30]4=[S:39])[CH2:28][C:25]3=[N:26][CH:27]=2)=[O:20])[CH2:16][CH2:17]1, predict the reactants needed to synthesize it. The reactants are: Cl.[O:2]=[C:3]1[CH2:8][NH:7][CH:6]([C:9]2[CH:14]=[CH:13][CH:12]=[CH:11][CH:10]=2)[CH2:5][N:4]1[C:15]1([C:18]([OH:20])=O)[CH2:17][CH2:16]1.[NH2:21][C:22]1[CH:23]=[C:24]2[CH2:40][C:29]3([O:34][C:33]4[CH:35]=[CH:36][CH:37]=[N:38][C:32]=4[NH:31][C:30]3=[S:39])[CH2:28][C:25]2=[N:26][CH:27]=1.CN(C(ON1N=NC2C=CC=NC1=2)=[N+](C)C)C.F[P-](F)(F)(F)(F)F.CN1CCOCC1. (2) Given the product [CH3:1][C:2]1[N:7]2[N:8]=[C:9]([CH2:11][CH2:12][C:13]3[N:17]([CH3:18])[N:16]=[C:15]([N:19]4[CH2:23][CH2:22][CH:21]([OH:24])[CH2:20]4)[N:14]=3)[N:10]=[C:6]2[C:5]([CH3:31])=[N:4][CH:3]=1, predict the reactants needed to synthesize it. The reactants are: [CH3:1][C:2]1[N:7]2[N:8]=[C:9]([CH2:11][CH2:12][C:13]3[N:17]([CH3:18])[N:16]=[C:15]([N:19]4[CH2:23][CH2:22][CH:21]([O:24]C5CCCCO5)[CH2:20]4)[N:14]=3)[N:10]=[C:6]2[C:5]([CH3:31])=[N:4][CH:3]=1.O.C1(C)C=CC(S(O)(=O)=O)=CC=1. (3) Given the product [CH2:19]([C@@H:15]1[S:11][C:10]([NH:9][CH2:8][C@H:7]([C:1]2[CH:6]=[CH:5][CH:4]=[CH:3][CH:2]=2)[CH3:13])=[N:12][C:16]1=[O:17])[CH3:20], predict the reactants needed to synthesize it. The reactants are: [C:1]1([C@H:7]([CH3:13])[CH2:8][NH:9][C:10]([NH2:12])=[S:11])[CH:6]=[CH:5][CH:4]=[CH:3][CH:2]=1.Br[CH:15]([CH2:19][CH3:20])[C:16](O)=[O:17].